Task: Predict the reactants needed to synthesize the given product.. Dataset: Full USPTO retrosynthesis dataset with 1.9M reactions from patents (1976-2016) (1) Given the product [F:13][C:10]1[CH:11]=[CH:12][C:7]([C:6]2[N:5]([CH2:14][CH:15]3[CH2:20][CH2:19][S:18][CH2:17][CH2:16]3)[N:4]=[C:3]([CH3:21])[C:2]=2[C:30]2[CH:31]=[CH:32][C:33]3[O:38][CH2:37][C:36](=[O:39])[NH:35][C:34]=3[CH:40]=2)=[CH:8][CH:9]=1, predict the reactants needed to synthesize it. The reactants are: Br[C:2]1[C:3]([CH3:21])=[N:4][N:5]([CH2:14][CH:15]2[CH2:20][CH2:19][S:18][CH2:17][CH2:16]2)[C:6]=1[C:7]1[CH:12]=[CH:11][C:10]([F:13])=[CH:9][CH:8]=1.CC1(C)C(C)(C)OB([C:30]2[CH:31]=[CH:32][C:33]3[O:38][CH2:37][C:36](=[O:39])[NH:35][C:34]=3[CH:40]=2)O1.C(=O)([O-])[O-].[Cs+].[Cs+]. (2) Given the product [CH2:23]([O:27][C:18]1[N:17]=[CH:16][C:15]([S:12]([N:10]([CH2:9][C:8]([OH:7])=[O:22])[CH3:11])(=[O:13])=[O:14])=[CH:20][CH:19]=1)[C:24]#[C:25][CH3:26], predict the reactants needed to synthesize it. The reactants are: [OH-].[Na+].C([O:7][C:8](=[O:22])[CH2:9][N:10]([S:12]([C:15]1[CH:16]=[N:17][C:18](Cl)=[CH:19][CH:20]=1)(=[O:14])=[O:13])[CH3:11])(C)(C)C.[C:23]([OH:27])#[C:24][CH2:25][CH3:26]. (3) Given the product [C:6]([O:5][CH2:4][CH:3]=[C:2]([CH3:1])[CH2:9][CH2:10][CH:11]=[C:12]([CH3:15])[C:13]([OH:22])=[O:14])(=[O:8])[CH3:7], predict the reactants needed to synthesize it. The reactants are: [CH3:1][C:2]([CH2:9][CH2:10][CH:11]=[C:12]([CH3:15])[CH:13]=[O:14])=[CH:3][CH2:4][O:5][C:6](=[O:8])[CH3:7].CC(=CC)C.P([O-])(O)(O)=[O:22].[Na+].Cl([O-])=O.[Na+].Cl. (4) Given the product [F:15][C:11]1[CH:12]=[C:13]2[C:8](=[CH:9][CH:10]=1)[CH2:7][C:6]([NH:16][C:17](=[O:29])[C:18]1[CH:23]=[CH:22][CH:21]=[C:20]([CH3:24])[C:19]=1[CH:25]=[C:26]([CH3:27])[CH3:28])([C:4]([OH:5])=[O:3])[CH2:14]2, predict the reactants needed to synthesize it. The reactants are: C([O:3][C:4]([C:6]1([NH:16][C:17](=[O:29])[C:18]2[CH:23]=[CH:22][CH:21]=[C:20]([CH3:24])[C:19]=2[CH:25]=[C:26]([CH3:28])[CH3:27])[CH2:14][C:13]2[C:8](=[CH:9][CH:10]=[C:11]([F:15])[CH:12]=2)[CH2:7]1)=[O:5])C.[OH-].[K+].O. (5) Given the product [Br:32][C:29]1[CH:30]=[CH:31][C:26]([C:24](=[O:25])[CH2:23][C:11]([CH2:10][CH2:9][C:3]2[CH:4]=[CH:5][CH:6]=[CH:7][CH:8]=2)([C:17]([O:19][CH2:20][CH3:21])=[O:18])[C:12]([O:14][CH2:15][CH3:16])=[O:13])=[CH:27][CH:28]=1, predict the reactants needed to synthesize it. The reactants are: [H-].[Na+].[C:3]1([CH2:9][CH2:10][CH:11]([C:17]([O:19][CH2:20][CH3:21])=[O:18])[C:12]([O:14][CH2:15][CH3:16])=[O:13])[CH:8]=[CH:7][CH:6]=[CH:5][CH:4]=1.Br[CH2:23][C:24]([C:26]1[CH:31]=[CH:30][C:29]([Br:32])=[CH:28][CH:27]=1)=[O:25].Cl. (6) The reactants are: Br[C:2]1[CH:7]=[C:6]([C:8]([C:10]2[C:14]3[CH:15]=[N:16][CH:17]=[CH:18][C:13]=3[N:12]([CH:19]([CH3:21])[CH3:20])[N:11]=2)=[O:9])[CH:5]=[CH:4][N:3]=1.[NH3:22]. Given the product [NH2:22][C:2]1[CH:7]=[C:6]([C:8]([C:10]2[C:14]3[CH:15]=[N:16][CH:17]=[CH:18][C:13]=3[N:12]([CH:19]([CH3:21])[CH3:20])[N:11]=2)=[O:9])[CH:5]=[CH:4][N:3]=1, predict the reactants needed to synthesize it. (7) Given the product [CH2:1]([N:4]1[CH2:9][CH2:8][CH:7]([C:10]2[CH:11]=[C:12]([C:24](=[O:26])[CH3:25])[CH:13]=[CH:14][CH:15]=2)[CH2:6][CH2:5]1)[CH2:2][CH3:3], predict the reactants needed to synthesize it. The reactants are: [CH2:1]([N:4]1[CH2:9][CH2:8][CH:7]([C:10]2[CH:11]=[C:12](OS(C(F)(F)F)(=O)=O)[CH:13]=[CH:14][CH:15]=2)[CH2:6][CH2:5]1)[CH2:2][CH3:3].[CH:24]([O:26]CCCC)=[CH2:25].C1(P(C2C=CC=CC=2)CCCP(C2C=CC=CC=2)C2C=CC=CC=2)C=CC=CC=1.Cl.